From a dataset of Full USPTO retrosynthesis dataset with 1.9M reactions from patents (1976-2016). Predict the reactants needed to synthesize the given product. Given the product [O:31]=[C:30]([C:32]1[CH:37]=[CH:36][CH:35]=[CH:34][CH:33]=1)[CH2:29][O:20][C:19]([C:6]1[C:5]([NH:4][C:1](=[O:3])[CH3:2])=[CH:9][N:8]([CH2:10][C:11]2[CH:16]=[CH:15][C:14]([O:17][CH3:18])=[CH:13][CH:12]=2)[N:7]=1)=[O:21], predict the reactants needed to synthesize it. The reactants are: [C:1]([NH:4][C:5]1[C:6]([C:19]([OH:21])=[O:20])=[N:7][N:8]([CH2:10][C:11]2[CH:16]=[CH:15][C:14]([O:17][CH3:18])=[CH:13][CH:12]=2)[CH:9]=1)(=[O:3])[CH3:2].C(=O)([O-])[O-].[Cs+].[Cs+].Br[CH2:29][C:30]([C:32]1[CH:37]=[CH:36][CH:35]=[CH:34][CH:33]=1)=[O:31].